Task: Predict the reactants needed to synthesize the given product.. Dataset: Full USPTO retrosynthesis dataset with 1.9M reactions from patents (1976-2016) (1) Given the product [CH3:15][N:5]1[CH2:4][C:3]2[C:7](=[C:8]([N+:11]([O-:13])=[O:12])[CH:9]=[CH:10][C:2]=2[N:16]2[CH2:25][CH2:24][CH:19]([C:20]([O:22][CH3:23])=[O:21])[CH2:18][CH2:17]2)[C:6]1=[O:14], predict the reactants needed to synthesize it. The reactants are: Br[C:2]1[CH:10]=[CH:9][C:8]([N+:11]([O-:13])=[O:12])=[C:7]2[C:3]=1[CH2:4][N:5]([CH3:15])[C:6]2=[O:14].[NH:16]1[CH2:25][CH2:24][CH:19]([C:20]([O:22][CH3:23])=[O:21])[CH2:18][CH2:17]1.CCN(C(C)C)C(C)C. (2) The reactants are: [OH:1][CH2:2][C:3]1[CH:4]=[N:5][CH:6]=[CH:7][CH:8]=1.[CH2:9]1COCC1.[H-].[Na+].CI. Given the product [CH3:9][O:1][CH2:2][C:3]1[CH:4]=[N:5][CH:6]=[CH:7][CH:8]=1, predict the reactants needed to synthesize it. (3) Given the product [I:41][CH:2]1[CH2:7][CH2:6][N:5]([C:8]([O:10][CH2:11][CH2:12][Si:13]([CH3:16])([CH3:15])[CH3:14])=[O:9])[CH2:4][CH2:3]1, predict the reactants needed to synthesize it. The reactants are: O[CH:2]1[CH2:7][CH2:6][N:5]([C:8]([O:10][CH2:11][CH2:12][Si:13]([CH3:16])([CH3:15])[CH3:14])=[O:9])[CH2:4][CH2:3]1.C1(P(C2C=CC=CC=2)C2C=CC=CC=2)C=CC=CC=1.N1C=CN=C1.[I:41]I.S([O-])([O-])(=O)=S.[Na+].[Na+]. (4) Given the product [C:1]1([CH:7]([C:17]2[CH:22]=[CH:21][CH:20]=[CH:19][CH:18]=2)[CH2:8]/[C:9](/[C:11]2[CH:16]=[CH:15][N:14]=[CH:13][CH:12]=2)=[N:24]\[OH:25])[CH:6]=[CH:5][CH:4]=[CH:3][CH:2]=1, predict the reactants needed to synthesize it. The reactants are: [C:1]1([CH:7]([C:17]2[CH:22]=[CH:21][CH:20]=[CH:19][CH:18]=2)[CH2:8][C:9]([C:11]2[CH:16]=[CH:15][N:14]=[CH:13][CH:12]=2)=O)[CH:6]=[CH:5][CH:4]=[CH:3][CH:2]=1.Cl.[NH2:24][OH:25].C([O-])(O)=O.[Na+]. (5) Given the product [CH3:13][C:14]1[CH:15]=[C:16]([NH:17][C:9]([C:8]2[CH:7]=[CH:6][C:5]([S:2]([CH3:1])(=[O:4])=[O:3])=[CH:12][CH:11]=2)=[NH:10])[CH:18]=[CH:19][C:20]=1[CH3:21], predict the reactants needed to synthesize it. The reactants are: [CH3:1][S:2]([C:5]1[CH:12]=[CH:11][C:8]([C:9]#[N:10])=[CH:7][CH:6]=1)(=[O:4])=[O:3].[CH3:13][C:14]1[CH:15]=[C:16]([CH:18]=[CH:19][C:20]=1[CH3:21])[NH2:17]. (6) Given the product [Br:32][CH2:20][C:18]1[CH:17]=[C:16]([O:21][CH:22]([CH3:24])[CH3:23])[CH:15]=[C:14]([C:11]([C:4]2[CH:5]=[C:6]([N+:8]([O-:10])=[O:9])[CH:7]=[C:2]([Cl:1])[CH:3]=2)([CH3:13])[CH3:12])[CH:19]=1, predict the reactants needed to synthesize it. The reactants are: [Cl:1][C:2]1[CH:7]=[C:6]([N+:8]([O-:10])=[O:9])[CH:5]=[C:4]([C:11]([C:14]2[CH:19]=[C:18]([CH3:20])[CH:17]=[C:16]([O:21][CH:22]([CH3:24])[CH3:23])[CH:15]=2)([CH3:13])[CH3:12])[CH:3]=1.C1C(=O)N([Br:32])C(=O)C1.CC(N=NC(C#N)(C)C)(C#N)C. (7) Given the product [CH3:32][O:3][CH2:4][C:5]1[CH:6]=[CH:7][C:8]([C:11]2[N:15]([C:16]3[CH:17]=[N:18][CH:19]=[CH:20][CH:21]=3)[N:14]=[C:13]([C:22]([N:24]3[CH2:25][CH2:26][C:27]([F:30])([F:31])[CH2:28][CH2:29]3)=[O:23])[CH:12]=2)=[N:9][CH:10]=1, predict the reactants needed to synthesize it. The reactants are: [H-].[Na+].[OH:3][CH2:4][C:5]1[CH:6]=[CH:7][C:8]([C:11]2[N:15]([C:16]3[CH:17]=[N:18][CH:19]=[CH:20][CH:21]=3)[N:14]=[C:13]([C:22]([N:24]3[CH2:29][CH2:28][C:27]([F:31])([F:30])[CH2:26][CH2:25]3)=[O:23])[CH:12]=2)=[N:9][CH:10]=1.[CH3:32]I. (8) Given the product [C:39]([O:38][C:36]([N:22]1[CH:23]=[CH:24][C:20]([Br:19])=[CH:21]1)=[O:35])([CH3:42])([CH3:41])[CH3:40], predict the reactants needed to synthesize it. The reactants are: CCCC[N+](CCCC)(CCCC)CCCC.[F-].[Br:19][C:20]1[CH:24]=[CH:23][N:22]([Si](C(C)C)(C(C)C)C(C)C)[CH:21]=1.[O:35](C(OC(C)(C)C)=O)[C:36]([O:38][C:39]([CH3:42])([CH3:41])[CH3:40])=O.O.